This data is from Forward reaction prediction with 1.9M reactions from USPTO patents (1976-2016). The task is: Predict the product of the given reaction. (1) Given the reactants CCN(C(C)C)C(C)C.[F:10][C:11]1[CH:16]=[CH:15][C:14]([C:17]2[NH:21][N:20]=[C:19]([C:22]([OH:24])=O)[CH:18]=2)=[CH:13][CH:12]=1.C1(C2NN=C(C(O)=O)C=2)C=CC=CC=1.FC1C=CC(C(=O)C)=CC=1.C1C=CC2N(O)N=NC=2C=1.CCN=C=NCCCN(C)C.Cl.Cl.[NH2:72][CH2:73][C:74]([N:76]1[CH2:81][CH2:80][CH:79]([O:82][C:83]2[CH:88]=[CH:87][CH:86]=[C:85]([C:89]([F:92])([F:91])[F:90])[CH:84]=2)[CH2:78][CH2:77]1)=[O:75], predict the reaction product. The product is: [O:75]=[C:74]([N:76]1[CH2:77][CH2:78][CH:79]([O:82][C:83]2[CH:88]=[CH:87][CH:86]=[C:85]([C:89]([F:92])([F:90])[F:91])[CH:84]=2)[CH2:80][CH2:81]1)[CH2:73][NH:72][C:22]([C:19]1[CH:18]=[C:17]([C:14]2[CH:13]=[CH:12][C:11]([F:10])=[CH:16][CH:15]=2)[NH:21][N:20]=1)=[O:24]. (2) The product is: [N+:8]([C:5]1[CH:6]=[CH:7][C:2]([NH:11][C:12]2[C:17]([OH:18])=[CH:16][CH:15]=[CH:14][N:13]=2)=[CH:3][CH:4]=1)([O-:10])=[O:9]. Given the reactants F[C:2]1[CH:7]=[CH:6][C:5]([N+:8]([O-:10])=[O:9])=[CH:4][CH:3]=1.[NH2:11][C:12]1[C:17]([OH:18])=[CH:16][CH:15]=[CH:14][N:13]=1.C([O-])([O-])=O.[K+].[K+].CC(C)([O-])C.[K+], predict the reaction product. (3) Given the reactants C(OC([N:8]([C:13]1[CH:51]=[CH:50][C:16]([C:17]([NH:19][CH2:20][C:21]([O:23][C@H:24]([C:35]2[CH:40]=[CH:39][C:38]([O:41][CH:42]([F:44])[F:43])=[C:37]([O:45][CH2:46][CH:47]3[CH2:49][CH2:48]3)[CH:36]=2)[CH2:25][C:26]2[C:31]([Cl:32])=[CH:30][N+:29]([O-:33])=[CH:28][C:27]=2[Cl:34])=[O:22])=[O:18])=[CH:15][C:14]=1[O:52][CH2:53][CH:54]1[CH2:56][CH2:55]1)[S:9]([CH3:12])(=[O:11])=[O:10])=O)(C)(C)C, predict the reaction product. The product is: [Cl:34][C:27]1[CH:28]=[N+:29]([O-:33])[CH:30]=[C:31]([Cl:32])[C:26]=1[CH2:25][C@@H:24]([C:35]1[CH:40]=[CH:39][C:38]([O:41][CH:42]([F:43])[F:44])=[C:37]([O:45][CH2:46][CH:47]2[CH2:49][CH2:48]2)[CH:36]=1)[O:23][C:21](=[O:22])[CH2:20][NH:19][C:17](=[O:18])[C:16]1[CH:50]=[CH:51][C:13]([NH:8][S:9]([CH3:12])(=[O:11])=[O:10])=[C:14]([O:52][CH2:53][CH:54]2[CH2:55][CH2:56]2)[CH:15]=1. (4) Given the reactants C([Mg]Cl)(C)C.[O:6]1CCC[CH2:7]1.Br[C:12]1[CH:13]=[N:14][CH:15]=[C:16]([C:18]#[C:19][C:20]2[CH:25]=[CH:24][CH:23]=[C:22]([O:26][CH3:27])[CH:21]=2)[CH:17]=1, predict the reaction product. The product is: [CH3:27][O:26][C:22]1[CH:21]=[C:20]([C:19]#[C:18][C:16]2[CH:17]=[C:12]([CH:7]=[O:6])[CH:13]=[N:14][CH:15]=2)[CH:25]=[CH:24][CH:23]=1. (5) Given the reactants Cl.[C:2]([C:10]1[CH:11]=[C:12]([C@H:16]([NH2:18])[CH3:17])[CH:13]=[CH:14][CH:15]=1)(=[O:9])[C:3]1[CH:8]=[CH:7][CH:6]=[CH:5][CH:4]=1.OS(O)(=O)=O.[S-:24][C:25]#[N:26].[Na+], predict the reaction product. The product is: [C:2]([C:10]1[CH:11]=[C:12]([C@H:16]([NH:18][C:25]([NH2:26])=[S:24])[CH3:17])[CH:13]=[CH:14][CH:15]=1)(=[O:9])[C:3]1[CH:4]=[CH:5][CH:6]=[CH:7][CH:8]=1. (6) Given the reactants [Cl:1][C:2]1[CH:23]=[C:22]([Cl:24])[CH:21]=[CH:20][C:3]=1[CH2:4][N:5]1[C:14](=[O:15])[C:13]2[C:8](=[CH:9][C:10]([C:16]([O:18]C)=[O:17])=[CH:11][CH:12]=2)[N:7]=[CH:6]1.[OH-].[Na+].Cl, predict the reaction product. The product is: [C:16]([C:10]1[CH:9]=[C:8]2[C:13]([C:14](=[O:15])[N:5]([CH2:4][C:3]3[CH:20]=[CH:21][C:22]([Cl:24])=[CH:23][C:2]=3[Cl:1])[CH:6]=[N:7]2)=[CH:12][CH:11]=1)([OH:18])=[O:17].